From a dataset of Full USPTO retrosynthesis dataset with 1.9M reactions from patents (1976-2016). Predict the reactants needed to synthesize the given product. (1) Given the product [NH2:17][C:14]1[N:13]=[CH:12][C:11]([C:10]#[C:9][C:4]2[CH:3]=[C:2]([NH:1][C:28](=[O:29])[CH2:27][CH2:26][C:23]3[CH:22]=[CH:21][C:20]([C:19]([F:31])([F:32])[F:18])=[CH:25][CH:24]=3)[CH:7]=[N:6][C:5]=2[CH3:8])=[CH:16][N:15]=1, predict the reactants needed to synthesize it. The reactants are: [NH2:1][C:2]1[CH:3]=[C:4]([C:9]#[C:10][C:11]2[CH:12]=[N:13][C:14]([NH2:17])=[N:15][CH:16]=2)[C:5]([CH3:8])=[N:6][CH:7]=1.[F:18][C:19]([F:32])([F:31])[C:20]1[CH:25]=[CH:24][C:23]([CH2:26][CH2:27][C:28](O)=[O:29])=[CH:22][CH:21]=1.CN(C(ON1N=NC2C=CC=NC1=2)=[N+](C)C)C.F[P-](F)(F)(F)(F)F.CCN(C(C)C)C(C)C. (2) Given the product [NH:11]1[C:15]2[CH:16]=[CH:17][CH:18]=[CH:19][C:14]=2[N:13]=[C:12]1[C@H:8]([NH:9][C:10]([NH:35][CH2:34][C:25]1[CH:26]=[CH:27][CH:28]=[C:29]([C:30]([F:31])([F:32])[F:33])[C:24]=1[Cl:23])=[O:20])[CH2:7][C:6]1[CH:21]=[CH:22][C:3]([O:2][CH3:1])=[CH:4][CH:5]=1, predict the reactants needed to synthesize it. The reactants are: [CH3:1][O:2][C:3]1[CH:22]=[CH:21][C:6]([CH2:7][C@@H:8]2[C:12]3=[N:13][C:14]4[CH:19]=[CH:18][CH:17]=[CH:16][C:15]=4[N:11]3[C:10](=[O:20])[NH:9]2)=[CH:5][CH:4]=1.[Cl:23][C:24]1[C:29]([C:30]([F:33])([F:32])[F:31])=[CH:28][CH:27]=[CH:26][C:25]=1[CH2:34][NH2:35].C(O)(C(F)(F)F)=O. (3) The reactants are: [Br:1][C:2]1[CH:7]=[CH:6][CH:5]=[CH:4][C:3]=1[CH2:8][C:9]([OH:11])=O.Cl.[CH3:13][NH:14][O:15][CH3:16].C(N(CC)CC)C.[I-].ClCC1C=CC=C[NH+]=1. Given the product [Br:1][C:2]1[CH:7]=[CH:6][CH:5]=[CH:4][C:3]=1[CH2:8][C:9]([N:14]([O:15][CH3:16])[CH3:13])=[O:11], predict the reactants needed to synthesize it. (4) The reactants are: [Cl:1][C:2]1[CH:10]=[C:9]2[C:5]([CH:6]([C:12]3[CH:17]=[CH:16][CH:15]=[C:14]([O:18][CH3:19])[CH:13]=3)[C:7](=[O:11])[NH:8]2)=[CH:4][CH:3]=1.[CH3:20][O:21][C:22]1[CH:29]=[CH:28][C:25]([CH2:26]Cl)=[CH:24][CH:23]=1.[I-].[K+].C(=O)([O-])[O-].[K+].[K+]. Given the product [Cl:1][C:2]1[CH:10]=[C:9]2[C:5]([C:6]([CH2:26][C:25]3[CH:28]=[CH:29][C:22]([O:21][CH3:20])=[CH:23][CH:24]=3)([C:12]3[CH:17]=[CH:16][CH:15]=[C:14]([O:18][CH3:19])[CH:13]=3)[C:7](=[O:11])[NH:8]2)=[CH:4][CH:3]=1, predict the reactants needed to synthesize it. (5) Given the product [N:1]1([C:9]2[CH:10]=[CH:11][C:12]3[N:13]([C:15]([C:18]4[CH:23]=[CH:22][CH:21]=[C:20]([O:26][CH3:25])[N:19]=4)=[N:16][N:17]=3)[N:14]=2)[CH2:8][CH2:7][CH2:6][CH2:5][CH2:4][CH2:3][CH2:2]1, predict the reactants needed to synthesize it. The reactants are: [N:1]1([C:9]2[CH:10]=[CH:11][C:12]3[N:13]([C:15]([C:18]4[CH:23]=[CH:22][CH:21]=[C:20](Cl)[N:19]=4)=[N:16][N:17]=3)[N:14]=2)[CH2:8][CH2:7][CH2:6][CH2:5][CH2:4][CH2:3][CH2:2]1.[CH3:25][O-:26].[Na+]. (6) Given the product [CH3:1][O:2][C:3]1[CH:4]=[C:5]2[C:10](=[CH:11][C:12]=1[O:13][CH3:14])[N:9]=[CH:8][N:7]=[C:6]2[O:15][C:16]1[CH:22]=[CH:21][C:19]([NH:20][C:24](=[O:26])[O:42][CH:38]([CH2:39][CH2:40][CH3:41])[CH2:37][CH2:36][CH3:35])=[CH:18][CH:17]=1, predict the reactants needed to synthesize it. The reactants are: [CH3:1][O:2][C:3]1[CH:4]=[C:5]2[C:10](=[CH:11][C:12]=1[O:13][CH3:14])[N:9]=[CH:8][N:7]=[C:6]2[O:15][C:16]1[CH:22]=[CH:21][C:19]([NH2:20])=[CH:18][CH:17]=1.Cl[C:24](Cl)([O:26]C(=O)OC(Cl)(Cl)Cl)Cl.[CH3:35][CH2:36][CH2:37][CH:38]([OH:42])[CH2:39][CH2:40][CH3:41].C(=O)(O)[O-].[Na+]. (7) The reactants are: [Cl:1][C:2]1[CH:3]=[N:4][C:5]2[N:6]([N:8]=[C:9]([C:11]([OH:13])=O)[CH:10]=2)[CH:7]=1.[F:14][C:15]1[CH:24]=[C:23]2[C:18]([CH2:19][CH2:20][NH:21][N:22]2[CH3:25])=[CH:17][CH:16]=1. Given the product [F:14][C:15]1[CH:24]=[C:23]2[C:18]([CH2:19][CH2:20][N:21]([C:11]([C:9]3[CH:10]=[C:5]4[N:4]=[CH:3][C:2]([Cl:1])=[CH:7][N:6]4[N:8]=3)=[O:13])[N:22]2[CH3:25])=[CH:17][CH:16]=1, predict the reactants needed to synthesize it. (8) Given the product [F:27][C:24]1[N:25]=[CH:26][C:21]([O:20][CH2:19][CH2:18][N:3]2[C:4]3[C:9](=[C:8]([C:11]([F:12])([F:14])[F:13])[C:7]([C:15]#[N:16])=[CH:6][CH:5]=3)[CH:10]=[C:2]2[CH3:1])=[CH:22][CH:23]=1, predict the reactants needed to synthesize it. The reactants are: [CH3:1][C:2]1[NH:3][C:4]2[C:9]([CH:10]=1)=[C:8]([C:11]([F:14])([F:13])[F:12])[C:7]([C:15]#[N:16])=[CH:6][CH:5]=2.Br[CH2:18][CH2:19][O:20][C:21]1[CH:22]=[CH:23][C:24]([F:27])=[N:25][CH:26]=1. (9) Given the product [NH:11]1[C:15]2[CH:16]=[CH:17][CH:18]=[CH:19][C:14]=2[N:13]=[C:12]1[C@H:8]([NH:9][C:10]([NH:33][C@@H:31]([C:28]1[CH:29]=[CH:30][C:25]([O:24][CH3:23])=[CH:26][CH:27]=1)[CH3:32])=[O:20])[CH2:7][C:6]1[CH:5]=[CH:4][C:3]([O:2][CH3:1])=[CH:22][CH:21]=1, predict the reactants needed to synthesize it. The reactants are: [CH3:1][O:2][C:3]1[CH:22]=[CH:21][C:6]([CH2:7][C@@H:8]2[C:12]3=[N:13][C:14]4[CH:19]=[CH:18][CH:17]=[CH:16][C:15]=4[N:11]3[C:10](=[O:20])[NH:9]2)=[CH:5][CH:4]=1.[CH3:23][O:24][C:25]1[CH:30]=[CH:29][C:28]([C@H:31]([NH2:33])[CH3:32])=[CH:27][CH:26]=1.C(O)(C(F)(F)F)=O.